Dataset: Reaction yield outcomes from USPTO patents with 853,638 reactions. Task: Predict the reaction yield, written as a fraction of the theoretical maximum amount of product (1.0 means a 100% yield; for example, 0.34 means a 34% yield). (1) The reactants are [H-].[Na+].[NH:3]1[CH:7]=[CH:6][CH:5]=[C:4]1[CH:8]=[O:9].O.[C:11]1([CH3:17])[CH:16]=[CH:15][CH:14]=[CH:13][CH:12]=1. The catalyst is C1COCC1. The product is [N:3]1[C:16]2[C:11](=[CH:12][CH:13]=[CH:14][CH:15]=2)[CH:17]=[C:5]([CH2:6][N:3]2[CH:7]=[CH:6][CH:5]=[C:4]2[CH:8]=[O:9])[CH:4]=1. The yield is 0.540. (2) The reactants are [Cl:1][C:2]1[CH:7]=[CH:6][C:5]([NH2:8])=[C:4]([I:9])[CH:3]=1.[CH:10](O)([C:17]1[CH:22]=[CH:21][CH:20]=[CH:19][CH:18]=1)[C:11]1[CH:16]=[CH:15][CH:14]=[CH:13][CH:12]=1.O. The catalyst is C(#N)C.C1(S(O)(=O)=O)C=CC=CC=1. The product is [CH:10]([NH:8][C:5]1[CH:6]=[CH:7][C:2]([Cl:1])=[CH:3][C:4]=1[I:9])([C:11]1[CH:16]=[CH:15][CH:14]=[CH:13][CH:12]=1)[C:17]1[CH:22]=[CH:21][CH:20]=[CH:19][CH:18]=1. The yield is 0.880. (3) The reactants are Cl.Cl.[NH:3]1[C:11]2[C:6](=[CH:7][C:8]([C:12]3[C:16]4[C:17]([NH2:21])=[N:18][CH:19]=[CH:20][C:15]=4[O:14][CH:13]=3)=[CH:9][CH:10]=2)[CH2:5][CH2:4]1.[F:22][C:23]1[CH:28]=[CH:27][C:26]([F:29])=[CH:25][C:24]=1[CH2:30][C:31](O)=[O:32].CN(C(ON1N=NC2C=CC=NC1=2)=[N+](C)C)C.F[P-](F)(F)(F)(F)F.CCN(C(C)C)C(C)C. The catalyst is CN(C)C=O.O. The product is [F:22][C:23]1[CH:28]=[CH:27][C:26]([F:29])=[CH:25][C:24]=1[CH2:30][C:31]([N:3]1[C:11]2[C:6](=[CH:7][C:8]([C:12]3[C:16]4[C:17]([NH2:21])=[N:18][CH:19]=[CH:20][C:15]=4[O:14][CH:13]=3)=[CH:9][CH:10]=2)[CH2:5][CH2:4]1)=[O:32]. The yield is 1.02. (4) The reactants are Cl[CH2:2][CH2:3][C:4]([NH:6][C:7]1[CH:12]=[CH:11][C:10]([F:13])=[C:9]([CH3:14])[CH:8]=1)=[O:5].ClCCC(Cl)=O.C([O-])([O-])=O.[K+].[K+].[Al+3].[Cl-].[Cl-].[Cl-].Cl. The catalyst is CCOC(C)=O.CC#N. The product is [F:13][C:10]1[CH:11]=[C:12]2[C:7](=[CH:8][C:9]=1[CH3:14])[NH:6][C:4](=[O:5])[CH2:3][CH2:2]2.[F:13][C:10]1[C:9]([CH3:14])=[C:8]2[C:7](=[CH:12][CH:11]=1)[NH:6][C:4](=[O:5])[CH2:3][CH2:2]2. The yield is 0.140. (5) The reactants are Br[C:2]1[CH:7]=[CH:6][C:5]([CH3:8])=[CH:4][N:3]=1.[O-]P([O-])([O-])=O.[K+].[K+].[K+].[CH3:17][O:18][C:19](=[O:38])[C:20]1[CH:25]=[C:24](B2OC(C)(C)C(C)(C)O2)[CH:23]=[C:22]([N+:35]([O-:37])=[O:36])[CH:21]=1. The catalyst is COCCOC.O.C1C=CC([P]([Pd]([P](C2C=CC=CC=2)(C2C=CC=CC=2)C2C=CC=CC=2)([P](C2C=CC=CC=2)(C2C=CC=CC=2)C2C=CC=CC=2)[P](C2C=CC=CC=2)(C2C=CC=CC=2)C2C=CC=CC=2)(C2C=CC=CC=2)C2C=CC=CC=2)=CC=1. The product is [CH3:17][O:18][C:19](=[O:38])[C:20]1[CH:21]=[C:22]([N+:35]([O-:37])=[O:36])[CH:23]=[C:24]([C:2]2[CH:7]=[CH:6][C:5]([CH3:8])=[CH:4][N:3]=2)[CH:25]=1. The yield is 0.400. (6) The reactants are [CH2:1]([C:3]([F:31])([CH2:29][CH3:30])[CH2:4][N:5]1[CH2:10][CH2:9][CH:8]([CH2:11][O:12][C:13]2[CH:14]=[CH:15][C:16]([C:19]3[CH:27]=[CH:26][C:22]([C:23]([OH:25])=O)=[C:21]([F:28])[CH:20]=3)=[N:17][CH:18]=2)[CH2:7][CH2:6]1)[CH3:2].C(Cl)CCl.C1C=CC2N(O)N=NC=2C=1.CCN(C(C)C)C(C)C.[NH:55]1[CH2:59][CH2:58][CH2:57][C@H:56]1[C:60]([NH2:62])=[O:61]. The catalyst is C(Cl)Cl.O. The product is [CH2:1]([C:3]([F:31])([CH2:29][CH3:30])[CH2:4][N:5]1[CH2:10][CH2:9][CH:8]([CH2:11][O:12][C:13]2[CH:14]=[CH:15][C:16]([C:19]3[CH:27]=[CH:26][C:22]([C:23]([N:55]4[CH2:59][CH2:58][CH2:57][C@H:56]4[C:60]([NH2:62])=[O:61])=[O:25])=[C:21]([F:28])[CH:20]=3)=[N:17][CH:18]=2)[CH2:7][CH2:6]1)[CH3:2]. The yield is 0.610.